From a dataset of Forward reaction prediction with 1.9M reactions from USPTO patents (1976-2016). Predict the product of the given reaction. (1) Given the reactants [O:1]=[C:2]1[C:10]2[C:5](=[CH:6][CH:7]=[CH:8][CH:9]=2)[C:4](=[O:11])[N:3]1[CH2:12][CH2:13][O:14][CH2:15][CH2:16][O:17][CH2:18][CH2:19][O:20][CH2:21][CH2:22][N:23]1[CH2:28][CH2:27][N:26]([C:29](OC(C)(C)C)=O)[CH2:25][CH2:24]1.C(O)(C(F)(F)F)=O.C([O-])([O-])=O.[K+].[K+].FC1[N:55]=[C:54]([O:56][CH3:57])[C:53]([S:58][C:59]2[N:64]=[C:63]([NH:65][C:66](=[O:68])[CH3:67])[CH:62]=[C:61]([NH:69][C:70](=[O:72])[CH3:71])[N:60]=2)=[C:52]([O:73][CH3:74])[N:51]=1, predict the reaction product. The product is: [O:11]=[C:4]1[C:5]2[C:10](=[CH:9][CH:8]=[CH:7][CH:6]=2)[C:2](=[O:1])[N:3]1[CH2:12][CH2:13][O:14][CH2:15][CH2:16][O:17][CH2:18][CH2:19][O:20][CH2:21][CH2:22][N:23]1[CH2:28][CH2:27][N:26]([C:29]2[N:55]=[C:54]([O:56][CH3:57])[C:53]([S:58][C:59]3[N:60]=[C:61]([NH:69][C:70](=[O:72])[CH3:71])[CH:62]=[C:63]([NH:65][C:66](=[O:68])[CH3:67])[N:64]=3)=[C:52]([O:73][CH3:74])[N:51]=2)[CH2:25][CH2:24]1. (2) Given the reactants O1CCCOB1[C:7]1[CH:14]=[CH:13][CH:12]=[CH:11][C:8]=1[C:9]#[N:10].Br[C:16]1[CH:22]=[C:21]([CH2:23][CH2:24][CH2:25][CH2:26][CH2:27][CH3:28])[CH:20]=[CH:19][C:17]=1[NH2:18].C(=O)([O-])[O-].[K+].[K+].CCO, predict the reaction product. The product is: [CH2:23]([C:21]1[CH:22]=[CH:16][C:17]2[C:19](=[C:7]3[C:8](=[C:9]([NH2:10])[N:18]=2)[CH:11]=[CH:12][CH:13]=[CH:14]3)[CH:20]=1)[CH2:24][CH2:25][CH2:26][CH2:27][CH3:28]. (3) Given the reactants [C:1]([O:5][C:6]([NH:8][C@H:9]([C:15](=[O:26])[NH:16][CH:17]1[CH2:25][C:24]2[C:19](=[CH:20][CH:21]=[CH:22][CH:23]=2)[CH2:18]1)[CH2:10][CH2:11][C:12](O)=[O:13])=[O:7])([CH3:4])([CH3:3])[CH3:2].[NH2:27][CH:28]1[CH2:36][C:35]2[C:30](=[CH:31][CH:32]=[CH:33][CH:34]=2)[CH2:29]1.C(Cl)CCl.C1C=CC2N(O)N=NC=2C=1.CN1CCOCC1, predict the reaction product. The product is: [C:1]([O:5][C:6]([NH:8][C@@H:9]([CH2:10][CH2:11][C:12]([NH:27][CH:28]1[CH2:36][C:35]2[C:30](=[CH:31][CH:32]=[CH:33][CH:34]=2)[CH2:29]1)=[O:13])[C:15]([NH:16][CH:17]1[CH2:25][C:24]2[C:19](=[CH:20][CH:21]=[CH:22][CH:23]=2)[CH2:18]1)=[O:26])=[O:7])([CH3:2])([CH3:3])[CH3:4]. (4) Given the reactants [NH2:1][C:2]1[CH:7]=[CH:6][C:5]([C:8]2[CH:9]=[C:10]([O:15][CH2:16][C:17]3[C:22]([Cl:23])=[CH:21][CH:20]=[CH:19][C:18]=3[Cl:24])[C:11]([NH2:14])=[N:12][CH:13]=2)=[CH:4][CH:3]=1.[CH3:25][S:26](Cl)(=[O:28])=[O:27].CN1CCOCC1, predict the reaction product. The product is: [NH2:14][C:11]1[N:12]=[CH:13][C:8]([C:5]2[CH:6]=[CH:7][C:2]([NH:1][S:26]([CH3:25])(=[O:28])=[O:27])=[CH:3][CH:4]=2)=[CH:9][C:10]=1[O:15][CH2:16][C:17]1[C:22]([Cl:23])=[CH:21][CH:20]=[CH:19][C:18]=1[Cl:24]. (5) Given the reactants P(Cl)(Cl)(Cl)(Cl)Cl.[CH3:7][N:8]1[CH2:13][CH2:12][N:11]([C:14]2[O:15][C:16]3[C:22]([CH3:23])=[CH:21][CH:20]=[CH:19][C:17]=3[N:18]=2)[CH2:10][CH2:9]1.SC1OC2C(C)=CC=CC=2N=1.CN1CCNCC1, predict the reaction product. The product is: [CH3:7][N:8]1[CH2:9][CH2:10][N:11]([C:14]2[O:15][C:16]3[C:22]([CH3:23])=[CH:21][CH:20]=[CH:19][C:17]=3[N:18]=2)[CH2:12][CH2:13]1. (6) Given the reactants [Br:1][C:2]1[C:3]([O:19][CH3:20])=[C:4]([NH:12][C:13](=[O:18])[C:14]([F:17])([F:16])[F:15])[C:5]([C:10]#[N:11])=[C:6]([CH3:9])[C:7]=1I.[C:21]1(B2OCCCO2)[CH:26]=[CH:25][CH:24]=[CH:23][CH:22]=1.P([O-])([O-])([O-])=O.[K+].[K+].[K+], predict the reaction product. The product is: [Br:1][C:2]1[C:3]([O:19][CH3:20])=[C:4]([NH:12][C:13](=[O:18])[C:14]([F:17])([F:16])[F:15])[C:5]([C:10]#[N:11])=[C:6]([CH3:9])[C:7]=1[C:21]1[CH:26]=[CH:25][CH:24]=[CH:23][CH:22]=1. (7) Given the reactants [CH2:1]([C@:4]1([C:20]2[CH:25]=[CH:24][C:23]([F:26])=[CH:22][CH:21]=2)[CH2:9][CH2:8][N:7]([C@H:10]([C:12]2[CH:17]=[CH:16][C:15](Br)=[CH:14][CH:13]=2)[CH3:11])[C:6](=[O:19])[CH2:5]1)[CH:2]=[CH2:3].[CH3:27][C:28]1([CH3:44])[C:32]([CH3:34])([CH3:33])[O:31][B:30]([B:30]2[O:31][C:32]([CH3:34])([CH3:33])[C:28]([CH3:44])([CH3:27])[O:29]2)[O:29]1.CC([O-])=O.[K+], predict the reaction product. The product is: [CH2:1]([C@:4]1([C:20]2[CH:25]=[CH:24][C:23]([F:26])=[CH:22][CH:21]=2)[CH2:9][CH2:8][N:7]([C@H:10]([C:12]2[CH:17]=[CH:16][C:15]([B:30]3[O:31][C:32]([CH3:34])([CH3:33])[C:28]([CH3:44])([CH3:27])[O:29]3)=[CH:14][CH:13]=2)[CH3:11])[C:6](=[O:19])[CH2:5]1)[CH:2]=[CH2:3]. (8) Given the reactants [Cl:1][C:2]1[C:3]([CH2:12][O:13][C:14]2[CH:23]=[CH:22][C:21]3[CH2:20][CH2:19][CH2:18][CH2:17][C:16]=3[CH:15]=2)=[CH:4][C:5]2[O:9][N:8]=[C:7]([NH2:10])[C:6]=2[CH:11]=1.[CH3:24][S:25](Cl)(=[O:27])=[O:26].C(N(CC)CC)C, predict the reaction product. The product is: [Cl:1][C:2]1[C:3]([CH2:12][O:13][C:14]2[CH:23]=[CH:22][C:21]3[CH2:20][CH2:19][CH2:18][CH2:17][C:16]=3[CH:15]=2)=[CH:4][C:5]2[O:9][N:8]=[C:7]([NH:10][S:25]([CH3:24])(=[O:27])=[O:26])[C:6]=2[CH:11]=1. (9) Given the reactants [Cl:1][C:2]1[CH:3]=[C:4]([CH:9]=[C:10]([O:13][C:14]([F:17])([F:16])[F:15])[C:11]=1[OH:12])[C:5]([O:7][CH3:8])=[O:6].[C:18](=O)([O-])[O-].[K+].[K+].COS(=O)(=O)OC.O, predict the reaction product. The product is: [Cl:1][C:2]1[CH:3]=[C:4]([CH:9]=[C:10]([O:13][C:14]([F:15])([F:16])[F:17])[C:11]=1[O:12][CH3:18])[C:5]([O:7][CH3:8])=[O:6]. (10) Given the reactants Br[CH:2]=[C:3]1[C:9]2[CH:10]=[CH:11][CH:12]=[C:13]([Cl:14])[C:8]=2[CH2:7][CH2:6][C:5]2[CH:15]=[CH:16][CH:17]=[CH:18][C:4]1=2.[CH2:19]([S:21]([NH:24][C:25]1[CH:26]=[C:27](B(O)O)[CH:28]=[CH:29][CH:30]=1)(=[O:23])=[O:22])[CH3:20], predict the reaction product. The product is: [Cl:14][C:13]1[C:8]2[CH2:7][CH2:6][C:5]3[CH:15]=[CH:16][CH:17]=[CH:18][C:4]=3[C:3](=[CH:2][C:29]3[CH:30]=[C:25]([NH:24][S:21]([CH2:19][CH3:20])(=[O:22])=[O:23])[CH:26]=[CH:27][CH:28]=3)[C:9]=2[CH:10]=[CH:11][CH:12]=1.